From a dataset of PAMPA (Parallel Artificial Membrane Permeability Assay) permeability data from NCATS. Regression/Classification. Given a drug SMILES string, predict its absorption, distribution, metabolism, or excretion properties. Task type varies by dataset: regression for continuous measurements (e.g., permeability, clearance, half-life) or binary classification for categorical outcomes (e.g., BBB penetration, CYP inhibition). Dataset: pampa_ncats. (1) The result is 1 (high permeability). The compound is C1=CC=C(C=C1)N[S+](=O)(C2=CC=C(C=C2)NCC3=C(C=C(C=C3)Cl)O)[O-]. (2) The molecule is CCC1=CC=C(C=C1)N2C(=C(N=N2)C3=NSC(=N3)NC(=O)C4=CC=CC=C4Cl)C. The result is 1 (high permeability). (3) The drug is CC(C)CCN1C(=O)C2=C(C=CS2)N3C1=NN=C3CCCC(=O)NC4=CC(=C(C=C4)OC)Cl. The result is 1 (high permeability).